This data is from Catalyst prediction with 721,799 reactions and 888 catalyst types from USPTO. The task is: Predict which catalyst facilitates the given reaction. (1) Reactant: C[C:2]1[CH:7]=[CH:6][N:5]=[CH:4][C:3]=1[O:8][C:9]([CH3:16])([CH3:15])[C:10]([O:12]CC)=[O:11].[OH-].[K+].[CH:19](O)=O. Product: [CH3:19][C:6]1[N:5]=[CH:4][C:3]([O:8][C:9]([CH3:15])([CH3:16])[C:10]([OH:12])=[O:11])=[CH:2][CH:7]=1. The catalyst class is: 58. (2) Reactant: [C:1]([N:8]1[CH2:13][CH2:12][NH:11][CH2:10][CH2:9]1)([O:3][C:4]([CH3:7])([CH3:6])[CH3:5])=[O:2].[CH:14]([N:17]1[C:21]([N:22]2[N:31]=[C:30]3[C:24]([CH2:25][CH2:26][O:27][C:28]4[CH:35]=[CH:34][C:33]([C:36](O)=[O:37])=[CH:32][C:29]=43)=[CH:23]2)=[N:20][CH:19]=[N:18]1)([CH3:16])[CH3:15].CCN=C=NCCCN(C)C.C1C=CC2N(O)N=NC=2C=1.C(N(CC)CC)C. Product: [C:4]([O:3][C:1]([N:8]1[CH2:9][CH2:10][N:11]([C:36]([C:33]2[CH:34]=[CH:35][C:28]3[O:27][CH2:26][CH2:25][C:24]4[C:30](=[N:31][N:22]([C:21]5[N:17]([CH:14]([CH3:15])[CH3:16])[N:18]=[CH:19][N:20]=5)[CH:23]=4)[C:29]=3[CH:32]=2)=[O:37])[CH2:12][CH2:13]1)=[O:2])([CH3:7])([CH3:6])[CH3:5]. The catalyst class is: 3. (3) Reactant: Cl[C:2]1[C:7]([C:8]([C:10]2[NH:11][CH:12]=[CH:13][C:14]=2[C:15]2[C:20]([Cl:21])=[CH:19][CH:18]=[CH:17][C:16]=2[Cl:22])=O)=[CH:6][CH:5]=[CH:4][N:3]=1.O.[NH2:24][NH2:25]. Product: [Cl:22][C:16]1[CH:17]=[CH:18][CH:19]=[C:20]([Cl:21])[C:15]=1[C:14]1[CH:13]=[CH:12][NH:11][C:10]=1[C:8]1[C:7]2[C:2](=[N:3][CH:4]=[CH:5][CH:6]=2)[NH:25][N:24]=1. The catalyst class is: 8. (4) Reactant: Cl[C:2]1[C:7]([N+:8]([O-:10])=[O:9])=[C:6]([C:11]2[CH:16]=[CH:15][C:14]([Cl:17])=[CH:13][C:12]=2[Cl:18])[CH:5]=[CH:4][N:3]=1.[CH3:19][O:20][CH2:21][CH:22]([NH2:24])[CH3:23].CCN(C(C)C)C(C)C. Product: [Cl:18][C:12]1[CH:13]=[C:14]([Cl:17])[CH:15]=[CH:16][C:11]=1[C:6]1[CH:5]=[CH:4][N:3]=[C:2]([NH:24][CH:22]([CH3:23])[CH2:21][O:20][CH3:19])[C:7]=1[N+:8]([O-:10])=[O:9]. The catalyst class is: 10.